This data is from Catalyst prediction with 721,799 reactions and 888 catalyst types from USPTO. The task is: Predict which catalyst facilitates the given reaction. (1) Reactant: [N:1]([CH:4]([C:6]1[CH:7]=[C:8]2[N:13]([C:14]=1[C:15]1[CH2:16][CH2:17][O:18][CH2:19][CH:20]=1)[CH:12]=[CH:11][CH:10]=[CH:9]2)[CH3:5])=[N+]=[N-]. Product: [O:18]1[CH2:19][CH:20]=[C:15]([C:14]2[N:13]3[C:8]([CH:9]=[CH:10][CH:11]=[CH:12]3)=[CH:7][C:6]=2[CH:4]([NH2:1])[CH3:5])[CH2:16][CH2:17]1. The catalyst class is: 6. (2) Reactant: [CH:1]([N:14]1[CH2:19][CH2:18][NH:17][CH2:16][CH2:15]1)([C:8]1[CH:13]=[CH:12][CH:11]=[CH:10][CH:9]=1)[C:2]1[CH:7]=[CH:6][CH:5]=[CH:4][CH:3]=1.[O:20]=[C:21]1[C:26]([C:33]2[CH:38]=[CH:37][CH:36]=[CH:35][CH:34]=2)([C:27]2[CH:32]=[CH:31][CH:30]=[CH:29][CH:28]=2)[CH2:25][CH2:24][CH2:23][N:22]1[CH2:39][C:40](O)=[O:41].Cl.C(N=C=NCCCN(C)C)C. Product: [CH:1]([N:14]1[CH2:19][CH2:18][N:17]([C:40](=[O:41])[CH2:39][N:22]2[CH2:23][CH2:24][CH2:25][C:26]([C:33]3[CH:38]=[CH:37][CH:36]=[CH:35][CH:34]=3)([C:27]3[CH:32]=[CH:31][CH:30]=[CH:29][CH:28]=3)[C:21]2=[O:20])[CH2:16][CH2:15]1)([C:8]1[CH:13]=[CH:12][CH:11]=[CH:10][CH:9]=1)[C:2]1[CH:7]=[CH:6][CH:5]=[CH:4][CH:3]=1. The catalyst class is: 112. (3) Reactant: [CH:1]1([C:4]2[N:8](C(OC(C)(C)C)=O)[C:7]3[CH:16]=[C:17]([C:29]4[C:30]([CH3:35])=[N:31][O:32][C:33]=4[CH3:34])[CH:18]=[C:19]([C:20]([CH:22]4[CH2:26][CH2:25][C:24]([CH3:28])([CH3:27])[O:23]4)=[O:21])[C:6]=3[N:5]=2)[CH2:3][CH2:2]1.[CH3:36][C:37]1[N:42]=[C:41]([Mg]Br)[CH:40]=[CH:39][CH:38]=1. Product: [CH:1]1([C:4]2[NH:8][C:7]3[CH:16]=[C:17]([C:29]4[C:30]([CH3:35])=[N:31][O:32][C:33]=4[CH3:34])[CH:18]=[C:19]([C:20]([CH:22]4[CH2:26][CH2:25][C:24]([CH3:27])([CH3:28])[O:23]4)([C:41]4[CH:40]=[CH:39][CH:38]=[C:37]([CH3:36])[N:42]=4)[OH:21])[C:6]=3[N:5]=2)[CH2:3][CH2:2]1. The catalyst class is: 1. (4) The catalyst class is: 635. Reactant: CS(C)=O.C(Cl)(=O)C(Cl)=O.[C:11]([O:14][C@H:15]1[C@H:20]([O:21][C:22](=[O:24])[CH3:23])[C@@H:19]([O:25][C:26](=[O:28])[CH3:27])[C@H:18]([C:29]2[CH:34]=[CH:33][C:32]([C:35]#[N:36])=[C:31]([CH2:37][C:38]3[CH:43]=[CH:42][C:41]([O:44][CH2:45][CH2:46][OH:47])=[CH:40][CH:39]=3)[CH:30]=2)[O:17][C@@H:16]1[CH2:48][O:49][C:50](=[O:52])[CH3:51])(=[O:13])[CH3:12].C(N(CC)CC)C. Product: [C:11]([O:14][C@H:15]1[C@H:20]([O:21][C:22](=[O:24])[CH3:23])[C@@H:19]([O:25][C:26](=[O:28])[CH3:27])[C@H:18]([C:29]2[CH:34]=[CH:33][C:32]([C:35]#[N:36])=[C:31]([CH2:37][C:38]3[CH:39]=[CH:40][C:41]([O:44][CH2:45][CH:46]=[O:47])=[CH:42][CH:43]=3)[CH:30]=2)[O:17][C@@H:16]1[CH2:48][O:49][C:50](=[O:52])[CH3:51])(=[O:13])[CH3:12]. (5) Reactant: [O:1]1[C:9]2[CH:8]=[CH:7][N:6]=[C:5]([NH2:10])[C:4]=2[CH:3]=[CH:2]1.[C:11](O[C:11](=[O:18])[C:12]1[CH:17]=[CH:16][CH:15]=[CH:14][CH:13]=1)(=[O:18])[C:12]1[CH:17]=[CH:16][CH:15]=[CH:14][CH:13]=1.O. Product: [O:1]1[C:9]2[CH:8]=[CH:7][N:6]=[C:5]([NH:10][C:11](=[O:18])[C:12]3[CH:17]=[CH:16][CH:15]=[CH:14][CH:13]=3)[C:4]=2[CH:3]=[CH:2]1. The catalyst class is: 17. (6) Reactant: [OH-:1].[Na+].[F:3][C:4]1[CH:11]=[C:10]([O:12][CH3:13])[CH:9]=[CH:8][C:5]=1[CH:6]=[O:7]. Product: [F:3][C:4]1[CH:11]=[C:10]([O:12][CH3:13])[CH:9]=[CH:8][C:5]=1[C:6]([OH:1])=[O:7]. The catalyst class is: 6.